The task is: Predict the reactants needed to synthesize the given product.. This data is from Full USPTO retrosynthesis dataset with 1.9M reactions from patents (1976-2016). (1) Given the product [Cl:1][C:2]1[CH:7]=[CH:6][C:5]([C@@H:8]2[CH2:9][C@H:10]([NH:36][CH3:52])[CH2:11][C@H:12]2[C:13]([N:15]2[CH2:20][CH2:19][C:18]([CH2:21][N:22]3[C:26]([CH3:27])([CH3:28])[CH2:25][O:24][C:23]3=[O:29])([CH:30]3[CH2:31][CH2:32][CH2:33][CH2:34][CH2:35]3)[CH2:17][CH2:16]2)=[O:14])=[CH:4][CH:3]=1, predict the reactants needed to synthesize it. The reactants are: [Cl:1][C:2]1[CH:7]=[CH:6][C:5]([C@H:8]2[C@H:12]([C:13]([N:15]3[CH2:20][CH2:19][C:18]([CH:30]4[CH2:35][CH2:34][CH2:33][CH2:32][CH2:31]4)([CH2:21][N:22]4[C:26]([CH3:28])([CH3:27])[CH2:25][O:24][C:23]4=[O:29])[CH2:17][CH2:16]3)=[O:14])[CH2:11][C@@H:10]([N:36]([CH3:52])S(C3C=CC([N+]([O-])=O)=CC=3[N+]([O-])=O)(=O)=O)[CH2:9]2)=[CH:4][CH:3]=1.C(N)CC. (2) Given the product [CH3:20][N:19]([CH3:21])[CH:16]1[CH2:17][CH2:18][CH:13]([C:11]2[NH:12][C:4](=[O:6])[C:3]3[C:2]([CH:1]=2)=[CH:10][CH:9]=[CH:8][CH:7]=3)[CH2:14][CH2:15]1, predict the reactants needed to synthesize it. The reactants are: [CH3:1][C:2]1[CH:10]=[CH:9][CH:8]=[CH:7][C:3]=1[C:4]([OH:6])=O.[C:11]([CH:13]1[CH2:18][CH2:17][CH:16]([N:19]([CH3:21])[CH3:20])[CH2:15][CH2:14]1)#[N:12]. (3) Given the product [OH:41][C:22]1([C:19]2[CH:20]=[CH:21][C:16]([O:15][CH2:43][CH2:44][N:45]3[CH2:50][CH2:49][N:48]([CH3:51])[C:47](=[O:52])[CH2:46]3)=[CH:17][CH:18]=2)[CH2:27][CH2:26][N:25]([C:28]2[CH:29]=[CH:30][C:31]3[N:32]([C:34]([C:37]([F:40])([F:39])[F:38])=[N:35][N:36]=3)[N:33]=2)[CH2:24][CH2:23]1, predict the reactants needed to synthesize it. The reactants are: CC(OC(/N=N/C(OC(C)C)=O)=O)C.[OH:15][C:16]1[CH:21]=[CH:20][C:19]([C:22]2([OH:41])[CH2:27][CH2:26][N:25]([C:28]3[CH:29]=[CH:30][C:31]4[N:32]([C:34]([C:37]([F:40])([F:39])[F:38])=[N:35][N:36]=4)[N:33]=3)[CH2:24][CH2:23]2)=[CH:18][CH:17]=1.O[CH2:43][CH2:44][N:45]1[CH2:50][CH2:49][N:48]([CH3:51])[C:47](=[O:52])[CH2:46]1.C1(P(C2C=CC=CC=2)C2C=CC=CC=2)C=CC=CC=1. (4) Given the product [Cl:43][C:44]1[CH:49]=[C:48]([S:50][CH2:51][CH3:52])[CH:47]=[CH:46][C:45]=1[C:25]1[C:24]([OH:23])=[CH:29][CH:28]=[C:27]([C:30]([F:33])([F:32])[F:31])[CH:26]=1, predict the reactants needed to synthesize it. The reactants are: C1(C)C=CC(P(C2C=CC(C)=CC=2)C2C=CC(C)=CC=2)=CC=1.[OH:23][C:24]1[CH:29]=[CH:28][C:27]([C:30]([F:33])([F:32])[F:31])=[CH:26][C:25]=1B(O)O.C(=O)([O-])[O-].[Na+].[Na+].[Cl:43][C:44]1[CH:49]=[C:48]([S:50][CH2:51][CH3:52])[CH:47]=[CH:46][C:45]=1I.